From a dataset of Forward reaction prediction with 1.9M reactions from USPTO patents (1976-2016). Predict the product of the given reaction. The product is: [Cl:1][C:2]1[CH:3]=[C:4]([CH:28]=[CH:29][CH:30]=1)[CH2:5][N:6]1[C:10]([C:11]([F:13])([F:12])[F:14])=[C:9]([CH3:15])[C:8]([C:16]2[CH:21]=[CH:20][C:19]([Cl:22])=[CH:18][CH:17]=2)=[C:7]1[C:23]([OH:25])=[O:24]. Given the reactants [Cl:1][C:2]1[CH:3]=[C:4]([CH:28]=[CH:29][CH:30]=1)[CH2:5][N:6]1[C:10]([C:11]([F:14])([F:13])[F:12])=[C:9]([CH3:15])[C:8]([C:16]2[CH:21]=[CH:20][C:19]([Cl:22])=[CH:18][CH:17]=2)=[C:7]1[C:23]([O:25]CC)=[O:24].[OH-].[Na+], predict the reaction product.